Dataset: Full USPTO retrosynthesis dataset with 1.9M reactions from patents (1976-2016). Task: Predict the reactants needed to synthesize the given product. (1) Given the product [F:42][C:39]1[CH:38]=[C:37]2[C:36]([CH2:25][CH2:26][N:27]([C:14](=[O:16])[CH2:13][N:10]3[CH2:11][CH2:12][CH:8]([C:5]4[CH:4]=[CH:3][C:2]([F:1])=[CH:7][CH:6]=4)[C:9]3=[O:17])[CH2:31]2)=[CH:41][CH:40]=1, predict the reactants needed to synthesize it. The reactants are: [F:1][C:2]1[CH:7]=[CH:6][C:5]([CH:8]2[CH2:12][CH2:11][N:10]([CH2:13][C:14]([OH:16])=O)[C:9]2=[O:17])=[CH:4][CH:3]=1.FC1C=CC([C:25]2([C:36]3[CH:41]=[CH:40][C:39]([F:42])=[CH:38][CH:37]=3)CCC[N:27]([CH2:31]C(O)=O)[C:26]2=O)=CC=1.FC1C=C2C(CCNC2)=CC=1.C1(C2(C3C=CC=CC=3)CCNC2)C=CC=CC=1. (2) Given the product [NH2:1][C:4]1[CH:5]=[N:6][C:7]2[C:12]([C:13]=1[NH:14][C@H:15]([CH2:18][CH3:19])[CH2:16][OH:17])=[CH:11][CH:10]=[CH:9][CH:8]=2, predict the reactants needed to synthesize it. The reactants are: [N+:1]([C:4]1[CH:5]=[N:6][C:7]2[C:12]([C:13]=1[NH:14][C@H:15]([CH2:18][CH3:19])[CH2:16][OH:17])=[CH:11][CH:10]=[CH:9][CH:8]=2)([O-])=O. (3) Given the product [Cl:1][C:2]1[CH:42]=[CH:41][C:5]2[NH:6][C:7]([C@@H:9]([NH:15][C:16](=[O:40])[C:17]3[CH:22]=[CH:21][C:20]([C:23]([N:25]4[CH2:29][CH2:28][CH2:27][C@H:26]4[CH2:30][NH:31][C:32]([O:34][C:35]([CH3:38])([CH3:37])[CH3:36])=[O:33])=[O:24])=[C:19]([Cl:39])[CH:18]=3)[CH2:10][CH2:11][S:12]([CH3:14])(=[O:48])=[O:13])=[N:8][C:4]=2[CH:3]=1, predict the reactants needed to synthesize it. The reactants are: [Cl:1][C:2]1[CH:42]=[CH:41][C:5]2[NH:6][C:7]([C@@H:9]([NH:15][C:16](=[O:40])[C:17]3[CH:22]=[CH:21][C:20]([C:23]([N:25]4[CH2:29][CH2:28][CH2:27][C@H:26]4[CH2:30][NH:31][C:32]([O:34][C:35]([CH3:38])([CH3:37])[CH3:36])=[O:33])=[O:24])=[C:19]([Cl:39])[CH:18]=3)[CH2:10][CH2:11][S:12]([CH3:14])=[O:13])=[N:8][C:4]=2[CH:3]=1.ClC1C=C(C=CC=1)C(OO)=[O:48].ClCCl.CO.ClCl. (4) Given the product [O:26]=[C:25]([C:27]1[CH:32]=[CH:31][CH:30]=[CH:29][CH:28]=1)[CH2:24][N:4]1[CH2:5][CH2:6][N:1]([C:7]([O:9][CH2:10][C:11]2[CH:16]=[CH:15][CH:14]=[CH:13][CH:12]=2)=[O:8])[CH2:2][CH2:3]1, predict the reactants needed to synthesize it. The reactants are: [N:1]1([C:7]([O:9][CH2:10][C:11]2[CH:16]=[CH:15][CH:14]=[CH:13][CH:12]=2)=[O:8])[CH2:6][CH2:5][NH:4][CH2:3][CH2:2]1.C(=O)([O-])[O-].[K+].[K+].Cl[CH2:24][C:25]([C:27]1[CH:32]=[CH:31][CH:30]=[CH:29][CH:28]=1)=[O:26].